Dataset: Forward reaction prediction with 1.9M reactions from USPTO patents (1976-2016). Task: Predict the product of the given reaction. (1) The product is: [CH3:1][C:2]([CH3:19])([CH2:16][CH2:17][O:18][S:28]([CH3:27])(=[O:30])=[O:29])[CH2:3][CH2:4][C:5]12[CH:14]=[CH:13][CH:12]=[CH:11][CH:10]1[C:9](=[O:15])[NH:8][C:6]2=[O:7]. Given the reactants [CH3:1][C:2]([CH3:19])([CH2:16][CH2:17][OH:18])[CH2:3][CH2:4][C:5]12[CH:14]=[CH:13][CH:12]=[CH:11][CH:10]1[C:9](=[O:15])[NH:8][C:6]2=[O:7].C(N(CC)CC)C.[CH3:27][S:28](Cl)(=[O:30])=[O:29].C(=O)([O-])O.[Na+], predict the reaction product. (2) Given the reactants [C:1]1(C)[CH:6]=[CH:5][C:4]([CH:7]=O)=[CH:3][CH:2]=1.[NH:10]1[CH2:15][CH2:14][CH:13]([CH2:16][CH2:17][O:18][C:19]2[CH:24]=[CH:23][C:22]([C:25]3[NH:29][C:28]4[CH:30]=[CH:31][C:32]([C:34]([NH2:36])=[O:35])=[CH:33][C:27]=4[N:26]=3)=[CH:21][CH:20]=2)[CH2:12][CH2:11]1.N1C2C=CC([C:46](N)=[O:47])=CC=2N=C1, predict the reaction product. The product is: [CH3:46][O:47][C:1]1[CH:2]=[CH:3][C:4]([CH2:7][N:10]2[CH2:15][CH2:14][CH:13]([CH2:16][CH2:17][O:18][C:19]3[CH:20]=[CH:21][C:22]([C:25]4[NH:29][C:28]5[CH:30]=[CH:31][C:32]([C:34]([NH2:36])=[O:35])=[CH:33][C:27]=5[N:26]=4)=[CH:23][CH:24]=3)[CH2:12][CH2:11]2)=[CH:5][CH:6]=1.